This data is from Forward reaction prediction with 1.9M reactions from USPTO patents (1976-2016). The task is: Predict the product of the given reaction. Given the reactants [CH:1]1([C@H:4]2[C@H:13]([CH3:14])[C@@H:12]([NH:15][C:16]3[CH:21]=[CH:20][CH:19]=[CH:18][CH:17]=3)[C:11]3[C:6](=[CH:7][CH:8]=[C:9]([O:22]C)[N:10]=3)[N:5]2[C:24](=[O:26])[CH3:25])[CH2:3][CH2:2]1.[I-].[Na+], predict the reaction product. The product is: [C:24]([N:5]1[CH:4]([CH:1]2[CH2:3][CH2:2]2)[CH:13]([CH3:14])[CH:12]([NH:15][C:16]2[CH:21]=[CH:20][CH:19]=[CH:18][CH:17]=2)[C:11]2[NH:10][C:9](=[O:22])[CH:8]=[CH:7][C:6]1=2)(=[O:26])[CH3:25].